This data is from Full USPTO retrosynthesis dataset with 1.9M reactions from patents (1976-2016). The task is: Predict the reactants needed to synthesize the given product. (1) The reactants are: [N:1]1[CH:2]=[N:3][N:4]2[CH:9]=[C:8]([C:10]3[O:11][C:12]4([CH2:28][CH2:27][CH:26]([CH:29]=[O:30])[CH2:25][CH2:24]4)[C:13](=[O:23])[C:14]=3[C:15]3[CH:20]=[CH:19][C:18]([F:21])=[C:17]([CH3:22])[CH:16]=3)[CH:7]=[CH:6][C:5]=12.CC(C)=[O:33].OS(O)(=O)=O.O=[Cr](=O)=O. Given the product [N:1]1[CH:2]=[N:3][N:4]2[CH:9]=[C:8]([C:10]3[O:11][C:12]4([CH2:24][CH2:25][CH:26]([C:29]([OH:33])=[O:30])[CH2:27][CH2:28]4)[C:13](=[O:23])[C:14]=3[C:15]3[CH:20]=[CH:19][C:18]([F:21])=[C:17]([CH3:22])[CH:16]=3)[CH:7]=[CH:6][C:5]=12, predict the reactants needed to synthesize it. (2) Given the product [F:37][C:35]([F:36])([F:38])[C:27]1[CH:26]=[C:25]([CH2:24][O:23][C@@H:10]2[CH2:11][CH2:12][C@@H:13]3[NH:8][C@@:9]2([C:39]2[CH:40]=[CH:41][CH:42]=[CH:43][CH:44]=2)[CH2:15][C@H:14]3[C:16]([O:18][C:19]([CH3:22])([CH3:21])[CH3:20])=[O:17])[CH:30]=[C:29]([C:31]([F:32])([F:33])[F:34])[CH:28]=1, predict the reactants needed to synthesize it. The reactants are: C([N:8]1[C@@H:13]2[C@H:14]([C:16]([O:18][C:19]([CH3:22])([CH3:21])[CH3:20])=[O:17])[CH2:15][C@@:9]1([C:39]1[CH:44]=[CH:43][CH:42]=[CH:41][CH:40]=1)[C@H:10]([O:23][CH2:24][C:25]1[CH:30]=[C:29]([C:31]([F:34])([F:33])[F:32])[CH:28]=[C:27]([C:35]([F:38])([F:37])[F:36])[CH:26]=1)[CH2:11][CH2:12]2)C1C=CC=CC=1. (3) Given the product [C:1]([C:5]1[CH:10]=[CH:9][C:8]([S:11]([N:14]([C:15]2[CH:20]=[CH:19][C:18]([CH3:21])=[CH:17][CH:16]=2)[CH2:22][C:23]([N:28]([CH2:26][CH3:27])[CH2:29][C:30]2[NH:31][CH:32]=[N:33][CH:34]=2)=[O:25])(=[O:13])=[O:12])=[CH:7][CH:6]=1)([CH3:3])([CH3:2])[CH3:4], predict the reactants needed to synthesize it. The reactants are: [C:1]([C:5]1[CH:10]=[CH:9][C:8]([S:11]([N:14]([CH2:22][C:23]([OH:25])=O)[C:15]2[CH:20]=[CH:19][C:18]([CH3:21])=[CH:17][CH:16]=2)(=[O:13])=[O:12])=[CH:7][CH:6]=1)([CH3:4])([CH3:3])[CH3:2].[CH2:26]([NH:28][CH2:29][C:30]1[NH:31][CH:32]=[N:33][CH:34]=1)[CH3:27]. (4) Given the product [F:8][C:7]1[CH:6]=[CH:5][C:4]([C:9]2[N:10]=[C:11]([C:15]3[CH:20]=[CH:19][C:18]([F:21])=[CH:17][C:16]=3[F:22])[N:12]=[N:13][CH:14]=2)=[CH:3][C:2]=1[C:25]1[CH:26]=[CH:27][CH:28]=[CH:29][C:24]=1[F:23], predict the reactants needed to synthesize it. The reactants are: Br[C:2]1[CH:3]=[C:4]([C:9]2[N:10]=[C:11]([C:15]3[CH:20]=[CH:19][C:18]([F:21])=[CH:17][C:16]=3[F:22])[N:12]=[N:13][CH:14]=2)[CH:5]=[CH:6][C:7]=1[F:8].[F:23][C:24]1[CH:29]=[CH:28][CH:27]=[CH:26][C:25]=1B(O)O. (5) Given the product [CH:25]1([C:9]2[CH:10]=[C:11]3[C:5](=[CH:13][CH:14]=2)[CH2:4][NH:3][CH2:6][CH2:7]3)[CH2:30][CH2:29][CH2:28][CH2:27][CH2:26]1, predict the reactants needed to synthesize it. The reactants are: C([N:3]([CH2:6][CH3:7])[CH2:4][CH3:5])C.O[CH:9]1[CH2:14][CH2:13]N(C(OCC2C=CC=CC=2)=O)[CH2:11][CH2:10]1.[C:25]1(S(Cl)(=O)=O)[CH:30]=[CH:29][CH:28]=[CH:27][CH:26]=1. (6) Given the product [Br:9][C:10]1[N:11]=[CH:12][C:13]2[CH:2]=[C:1]([C:3]3[CH:4]=[N:5][N:6]([CH3:8])[CH:7]=3)[N:16]([S:17]([CH3:20])(=[O:19])=[O:18])[C:14]=2[CH:15]=1, predict the reactants needed to synthesize it. The reactants are: [C:1]([C:3]1[CH:4]=[N:5][N:6]([CH3:8])[CH:7]=1)#[CH:2].[Br:9][C:10]1[CH:15]=[C:14]([NH:16][S:17]([CH3:20])(=[O:19])=[O:18])[C:13](I)=[CH:12][N:11]=1.C(N(CC)CC)C. (7) Given the product [Cl:15][C:16]1[CH:17]=[C:18]([C:12]2[N:8]([C:5]3[CH:6]=[CH:7][C:2]([F:1])=[CH:3][CH:4]=3)[N:9]=[C:10]([NH2:14])[CH:11]=2)[CH:19]=[C:20]([CH2:22][O:23][C@H:24]([CH3:29])[C:25]([F:26])([F:27])[F:28])[CH:21]=1, predict the reactants needed to synthesize it. The reactants are: [F:1][C:2]1[CH:7]=[CH:6][C:5]([N:8]2[C:12](I)=[CH:11][C:10]([NH2:14])=[N:9]2)=[CH:4][CH:3]=1.[Cl:15][C:16]1[CH:17]=[C:18](B2OC(C)(C)C(C)(C)O2)[CH:19]=[C:20]([CH2:22][O:23][C@H:24]([CH3:29])[C:25]([F:28])([F:27])[F:26])[CH:21]=1.C(=O)([O-])[O-].[Na+].[Na+].C1(P(C2CCCCC2)C2CCCCC2)CCCCC1.